From a dataset of Full USPTO retrosynthesis dataset with 1.9M reactions from patents (1976-2016). Predict the reactants needed to synthesize the given product. (1) Given the product [F:25][C:20]1[CH:21]=[CH:22][CH:23]=[CH:24][C:19]=1[CH2:18][N:10]1[C:11]([C:13]2[N:14]=[CH:15][O:16][CH:17]=2)=[N:12][C:8]([C:4]2[CH:3]=[C:2]([N:26]3[CH2:31][CH2:30][O:29][CH2:28][CH2:27]3)[CH:7]=[CH:6][N:5]=2)=[N:9]1, predict the reactants needed to synthesize it. The reactants are: Br[C:2]1[CH:7]=[CH:6][N:5]=[C:4]([C:8]2[N:12]=[C:11]([C:13]3[N:14]=[CH:15][O:16][CH:17]=3)[N:10]([CH2:18][C:19]3[CH:24]=[CH:23][CH:22]=[CH:21][C:20]=3[F:25])[N:9]=2)[CH:3]=1.[NH:26]1[CH2:31][CH2:30][O:29][CH2:28][CH2:27]1. (2) Given the product [Cl:1][C:2]1[CH:7]=[CH:6][C:5]([NH:8][C:9](=[O:15])[O:10][C:11]([CH3:13])([CH3:14])[CH3:12])=[C:4]([C:16]2[CH:24]=[C:23]3[N:19]([CH:20]([C:25]4[NH:26][CH:27]=[C:28]([C:30]5[CH:31]=[CH:32][C:33]([CH:36]=[N:40][OH:41])=[CH:34][CH:35]=5)[N:29]=4)[CH2:21][CH2:22]3)[C:18](=[O:38])[CH:17]=2)[CH:3]=1, predict the reactants needed to synthesize it. The reactants are: [Cl:1][C:2]1[CH:7]=[CH:6][C:5]([NH:8][C:9](=[O:15])[O:10][C:11]([CH3:14])([CH3:13])[CH3:12])=[C:4]([C:16]2[CH:24]=[C:23]3[N:19]([CH:20]([C:25]4[NH:26][CH:27]=[C:28]([C:30]5[CH:35]=[CH:34][C:33]([CH:36]=O)=[CH:32][CH:31]=5)[N:29]=4)[CH2:21][CH2:22]3)[C:18](=[O:38])[CH:17]=2)[CH:3]=1.Cl.[NH2:40][OH:41].[OH-].[Na+].